From a dataset of Peptide-MHC class II binding affinity with 134,281 pairs from IEDB. Regression. Given a peptide amino acid sequence and an MHC pseudo amino acid sequence, predict their binding affinity value. This is MHC class II binding data. (1) The binding affinity (normalized) is 0.296. The peptide sequence is RVAYGKCDSAGRSRR. The MHC is HLA-DQA10201-DQB10301 with pseudo-sequence HLA-DQA10201-DQB10301. (2) The peptide sequence is RTATNIWIDHNSFSN. The MHC is DRB1_0301 with pseudo-sequence DRB1_0301. The binding affinity (normalized) is 0.415. (3) The peptide sequence is LKRGEITHHAVSRGSAK. The MHC is DRB4_0101 with pseudo-sequence DRB4_0103. The binding affinity (normalized) is 0.802. (4) The peptide sequence is AFKVAATALNAAPAN. The MHC is DRB1_0401 with pseudo-sequence DRB1_0401. The binding affinity (normalized) is 0.921. (5) The peptide sequence is NDKLKEKYFYCGHMS. The MHC is DRB1_0101 with pseudo-sequence DRB1_0101. The binding affinity (normalized) is 0.454. (6) The peptide sequence is RNVFDEVIPTAFSIG. The MHC is DRB1_0301 with pseudo-sequence DRB1_0301. The binding affinity (normalized) is 0.300. (7) The peptide sequence is ITDTTIGTGDDCISI. The binding affinity (normalized) is 0.203. The MHC is HLA-DQA10301-DQB10302 with pseudo-sequence HLA-DQA10301-DQB10302. (8) The peptide sequence is KVKILPEVKEKHEFLNRLKQ. The MHC is HLA-DQA10501-DQB10201 with pseudo-sequence HLA-DQA10501-DQB10201. The binding affinity (normalized) is 0.297. (9) The peptide sequence is EKKPFAATQFEPLAA. The MHC is HLA-DQA10101-DQB10501 with pseudo-sequence HLA-DQA10101-DQB10501. The binding affinity (normalized) is 0.295.